Dataset: Reaction yield outcomes from USPTO patents with 853,638 reactions. Task: Predict the reaction yield, written as a fraction of the theoretical maximum amount of product (1.0 means a 100% yield; for example, 0.34 means a 34% yield). (1) The reactants are [CH:1]1([C:4]([NH:6][C:7]2[N:8]=[CH:9][C:10]3[C:15]([CH:16]=2)=[CH:14][CH:13]=[C:12]([C:17]2[C:18]([CH3:27])=[N:19][CH:20]=[C:21]([CH:26]=2)[C:22](OC)=[O:23])[CH:11]=3)=[O:5])[CH2:3][CH2:2]1.[AlH4-].[Li+]. The catalyst is O1CCCC1. The product is [OH:23][CH2:22][C:21]1[CH:26]=[C:17]([C:12]2[CH:11]=[C:10]3[C:15]([CH:16]=[C:7]([NH:6][C:4]([CH:1]4[CH2:3][CH2:2]4)=[O:5])[N:8]=[CH:9]3)=[CH:14][CH:13]=2)[C:18]([CH3:27])=[N:19][CH:20]=1. The yield is 0.410. (2) The product is [C:24]([N:20]1[CH:21]=[CH:22][N:23]=[C:19]1/[CH:17]=[CH:7]/[C:6]([O:5][CH2:3][CH3:4])=[O:16])([C:31]1[CH:32]=[CH:33][CH:34]=[CH:35][CH:36]=1)([C:37]1[CH:42]=[CH:41][CH:40]=[CH:39][CH:38]=1)[C:25]1[CH:30]=[CH:29][CH:28]=[CH:27][CH:26]=1. The yield is 0.520. The reactants are [H-].[Na+].[CH2:3]([O:5][C:6](=[O:16])[CH2:7]P(OCC)(OCC)=O)[CH3:4].[CH:17]([C:19]1[N:20]([C:24]([C:37]2[CH:42]=[CH:41][CH:40]=[CH:39][CH:38]=2)([C:31]2[CH:36]=[CH:35][CH:34]=[CH:33][CH:32]=2)[C:25]2[CH:30]=[CH:29][CH:28]=[CH:27][CH:26]=2)[CH:21]=[CH:22][N:23]=1)=O.O. The catalyst is O1CCCC1. (3) The reactants are [NH2:1][C:2]1[CH:7]=[CH:6][C:5]([Br:8])=[CH:4][C:3]=1[NH:9][C:10]([C@@H:12]1[CH2:16][CH2:15][CH2:14][N:13]1[C:17]([O:19][C:20]([CH3:23])([CH3:22])[CH3:21])=[O:18])=O. The catalyst is C(O)(=O)C.C1(C)C=CC=CC=1. The product is [Br:8][C:5]1[CH:6]=[CH:7][C:2]2[NH:1][C:10]([C@@H:12]3[CH2:16][CH2:15][CH2:14][N:13]3[C:17]([O:19][C:20]([CH3:23])([CH3:22])[CH3:21])=[O:18])=[N:9][C:3]=2[CH:4]=1. The yield is 0.850. (4) The reactants are [Cl:1][C:2]1[C:3]([F:9])=[C:4](Br)[CH:5]=[CH:6][CH:7]=1.O=[C:11]1[CH2:14][C:13]2([CH2:19][CH2:18][N:17](C(OC(C)(C)C)=O)[CH2:16][CH2:15]2)[CH2:12]1.Cl.FC(F)(F)OC1C=C(C2CC3(CCNCC3)C2)C=CC=1.Cl.C(OCC)C. The catalyst is C(OCC)C. The product is [ClH:1].[Cl:1][C:2]1[C:3]([F:9])=[C:4]([CH:11]2[CH2:14][C:13]3([CH2:19][CH2:18][NH:17][CH2:16][CH2:15]3)[CH2:12]2)[CH:5]=[CH:6][CH:7]=1. The yield is 0.760. (5) The reactants are [N:1]1[CH:6]=[CH:5][CH:4]=[CH:3][C:2]=1[O:7][CH:8]([C:10]1[CH:18]=[CH:17][C:13]([C:14]([OH:16])=O)=[CH:12][CH:11]=1)[CH3:9].Cl.CN(C)CCCN=C=NCC.C(N(CC)CC)C.[NH2:38][CH2:39][C:40]1[C:41]([OH:48])=[N:42][C:43]([CH3:47])=[CH:44][C:45]=1[CH3:46]. The catalyst is ClCCl. The product is [OH:48][C:41]1[C:40]([CH2:39][NH:38][C:14](=[O:16])[C:13]2[CH:12]=[CH:11][C:10]([CH:8]([O:7][C:2]3[CH:3]=[CH:4][CH:5]=[CH:6][N:1]=3)[CH3:9])=[CH:18][CH:17]=2)=[C:45]([CH3:46])[CH:44]=[C:43]([CH3:47])[N:42]=1. The yield is 0.400. (6) The reactants are [CH3:1][O:2][C:3](=[O:12])[C:4]1[C:9]([F:10])=[CH:8][CH:7]=[CH:6][C:5]=1[NH2:11].[F:13][C:14]1[CH:19]=[CH:18][C:17]([CH2:20][C:21](Cl)=[O:22])=[CH:16][CH:15]=1.C(=O)(O)[O-].[Na+]. The catalyst is C(Cl)Cl.CN(C1C=CN=CC=1)C. The product is [CH3:1][O:2][C:3](=[O:12])[C:4]1[C:5]([NH:11][C:21](=[O:22])[CH2:20][C:17]2[CH:18]=[CH:19][C:14]([F:13])=[CH:15][CH:16]=2)=[CH:6][CH:7]=[CH:8][C:9]=1[F:10]. The yield is 0.610.